Dataset: Reaction yield outcomes from USPTO patents with 853,638 reactions. Task: Predict the reaction yield, written as a fraction of the theoretical maximum amount of product (1.0 means a 100% yield; for example, 0.34 means a 34% yield). (1) The reactants are [NH:1]1[CH2:6][CH2:5][CH2:4][CH2:3][CH:2]1[C:7]1[NH:8][C:9]2[C:14]([CH:15]=1)=[CH:13][C:12]([NH2:16])=[CH:11][CH:10]=2.[CH3:17][C:18]([O:21][C:22](O[C:22]([O:21][C:18]([CH3:20])([CH3:19])[CH3:17])=[O:23])=[O:23])([CH3:20])[CH3:19]. The catalyst is CCN(CC)CC.C1COCC1.O. The product is [NH2:16][C:12]1[CH:13]=[C:14]2[C:9](=[CH:10][CH:11]=1)[NH:8][C:7]([CH:2]1[CH2:3][CH2:4][CH2:5][CH2:6][N:1]1[C:22]([O:21][C:18]([CH3:20])([CH3:19])[CH3:17])=[O:23])=[CH:15]2. The yield is 0.0100. (2) The reactants are [F:1][C:2]([F:7])([F:6])[C:3]([OH:5])=[O:4].[F:8][C:9]([F:14])([F:13])[C:10]([OH:12])=[O:11].[Cl:15][C:16]1[CH:17]=[N:18][C:19]2[NH:20][C:21]3[CH:22]=[CH:23][CH:24]=[C:25]([CH:43]=3)[CH2:26][CH2:27][C:28]3[CH:36]=[C:32]([NH:33][C:34]=1[N:35]=2)[CH:31]=[CH:30][C:29]=3[N:37]1[CH2:42][CH2:41][NH:40][CH2:39][CH2:38]1.[N:44]([C:47]1[CH:54]=[CH:53][C:50]([C:51]#[N:52])=[CH:49][CH:48]=1)=[C:45]=[O:46]. No catalyst specified. The product is [F:1][C:2]([F:7])([F:6])[C:3]([OH:5])=[O:4].[F:8][C:9]([F:14])([F:13])[C:10]([OH:12])=[O:11].[Cl:15][C:16]1[CH:17]=[N:18][C:19]2[NH:20][C:21]3[CH:22]=[CH:23][CH:24]=[C:25]([CH:43]=3)[CH2:26][CH2:27][C:28]3[CH:36]=[C:32]([NH:33][C:34]=1[N:35]=2)[CH:31]=[CH:30][C:29]=3[N:37]1[CH2:42][CH2:41][N:40]([C:45]([NH:44][C:47]2[CH:54]=[CH:53][C:50]([C:51]#[N:52])=[CH:49][CH:48]=2)=[O:46])[CH2:39][CH2:38]1. The yield is 0.380.